This data is from NCI-60 drug combinations with 297,098 pairs across 59 cell lines. The task is: Regression. Given two drug SMILES strings and cell line genomic features, predict the synergy score measuring deviation from expected non-interaction effect. (1) Drug 1: C1CCN(CC1)CCOC2=CC=C(C=C2)C(=O)C3=C(SC4=C3C=CC(=C4)O)C5=CC=C(C=C5)O. Drug 2: C1CCC(C1)C(CC#N)N2C=C(C=N2)C3=C4C=CNC4=NC=N3. Cell line: SF-268. Synergy scores: CSS=-3.74, Synergy_ZIP=4.66, Synergy_Bliss=0.483, Synergy_Loewe=-5.04, Synergy_HSA=-5.05. (2) Cell line: OVCAR-8. Drug 1: CCC1(CC2CC(C3=C(CCN(C2)C1)C4=CC=CC=C4N3)(C5=C(C=C6C(=C5)C78CCN9C7C(C=CC9)(C(C(C8N6C)(C(=O)OC)O)OC(=O)C)CC)OC)C(=O)OC)O.OS(=O)(=O)O. Drug 2: CN(C(=O)NC(C=O)C(C(C(CO)O)O)O)N=O. Synergy scores: CSS=-0.224, Synergy_ZIP=-1.17, Synergy_Bliss=-3.02, Synergy_Loewe=-2.84, Synergy_HSA=-3.59. (3) Drug 1: CC1=C2C(C(=O)C3(C(CC4C(C3C(C(C2(C)C)(CC1OC(=O)C(C(C5=CC=CC=C5)NC(=O)OC(C)(C)C)O)O)OC(=O)C6=CC=CC=C6)(CO4)OC(=O)C)OC)C)OC. Drug 2: C1=CC(=C2C(=C1NCCNCCO)C(=O)C3=C(C=CC(=C3C2=O)O)O)NCCNCCO. Cell line: U251. Synergy scores: CSS=52.1, Synergy_ZIP=-5.52, Synergy_Bliss=-9.58, Synergy_Loewe=-5.63, Synergy_HSA=-2.50. (4) Drug 1: CC1OCC2C(O1)C(C(C(O2)OC3C4COC(=O)C4C(C5=CC6=C(C=C35)OCO6)C7=CC(=C(C(=C7)OC)O)OC)O)O. Drug 2: CN(CCCl)CCCl.Cl. Cell line: BT-549. Synergy scores: CSS=26.0, Synergy_ZIP=-2.17, Synergy_Bliss=-0.682, Synergy_Loewe=-4.18, Synergy_HSA=0.674. (5) Drug 1: CCC1(CC2CC(C3=C(CCN(C2)C1)C4=CC=CC=C4N3)(C5=C(C=C6C(=C5)C78CCN9C7C(C=CC9)(C(C(C8N6C=O)(C(=O)OC)O)OC(=O)C)CC)OC)C(=O)OC)O.OS(=O)(=O)O. Drug 2: CC=C1C(=O)NC(C(=O)OC2CC(=O)NC(C(=O)NC(CSSCCC=C2)C(=O)N1)C(C)C)C(C)C. Cell line: NCI-H322M. Synergy scores: CSS=12.3, Synergy_ZIP=-4.77, Synergy_Bliss=-2.62, Synergy_Loewe=-11.1, Synergy_HSA=-4.94. (6) Drug 1: CC1C(C(=O)NC(C(=O)N2CCCC2C(=O)N(CC(=O)N(C(C(=O)O1)C(C)C)C)C)C(C)C)NC(=O)C3=C4C(=C(C=C3)C)OC5=C(C(=O)C(=C(C5=N4)C(=O)NC6C(OC(=O)C(N(C(=O)CN(C(=O)C7CCCN7C(=O)C(NC6=O)C(C)C)C)C)C(C)C)C)N)C. Drug 2: C1CN(CCN1C(=O)CCBr)C(=O)CCBr. Cell line: SNB-19. Synergy scores: CSS=34.6, Synergy_ZIP=-10.5, Synergy_Bliss=1.44, Synergy_Loewe=1.10, Synergy_HSA=1.75. (7) Drug 1: C1=NNC2=C1C(=O)NC=N2. Drug 2: CC1=C(C(=O)C2=C(C1=O)N3CC4C(C3(C2COC(=O)N)OC)N4)N. Cell line: SNB-19. Synergy scores: CSS=23.4, Synergy_ZIP=-0.815, Synergy_Bliss=0.833, Synergy_Loewe=-27.0, Synergy_HSA=-2.11. (8) Cell line: BT-549. Drug 2: CCN(CC)CCCC(C)NC1=C2C=C(C=CC2=NC3=C1C=CC(=C3)Cl)OC. Synergy scores: CSS=7.49, Synergy_ZIP=-2.15, Synergy_Bliss=0.166, Synergy_Loewe=-4.73, Synergy_HSA=-3.44. Drug 1: CC1=C(C=C(C=C1)C(=O)NC2=CC(=CC(=C2)C(F)(F)F)N3C=C(N=C3)C)NC4=NC=CC(=N4)C5=CN=CC=C5.